Dataset: Full USPTO retrosynthesis dataset with 1.9M reactions from patents (1976-2016). Task: Predict the reactants needed to synthesize the given product. (1) The reactants are: Cl[C:2]1[N:7]2[N:8]=[C:9](C)[CH:10]=[C:6]2[N:5]=[C:4]([NH:12][C:13](=[O:25])[C:14]2[CH:19]=[CH:18][C:17]([C:20]([CH3:24])([CH3:23])[CH2:21]O)=[CH:16][CH:15]=2)[CH:3]=1.[F:26][C:27]1[CH:32]=[CH:31][C:30](B(O)O)=[CH:29][CH:28]=1.C([O-])([O-])=O.[K+].[K+]. Given the product [C:20]([C:17]1[CH:18]=[CH:19][C:14]([C:13]([NH:12][C:4]2[CH:3]=[C:2]([C:30]3[CH:31]=[CH:32][C:27]([F:26])=[CH:28][CH:29]=3)[N:7]3[N:8]=[CH:9][CH:10]=[C:6]3[N:5]=2)=[O:25])=[CH:15][CH:16]=1)([CH3:21])([CH3:23])[CH3:24], predict the reactants needed to synthesize it. (2) The reactants are: [CH2:1]([Sn](CCCC)(CCCC)C=C)[CH2:2]CC.Br[C:17]1[CH:18]=[C:19]2[C:27]([C:28]3[CH:33]=[C:32]([CH2:34][S:35]([CH3:38])(=[O:37])=[O:36])[CH:31]=[CH:30][C:29]=3[O:39][C:40]3[CH:45]=[CH:44][C:43]([F:46])=[CH:42][C:41]=3[F:47])=[CH:26][N:25]([CH3:48])[C:20]2=[C:21]([O:23][CH3:24])[N:22]=1. Given the product [F:47][C:41]1[CH:42]=[C:43]([F:46])[CH:44]=[CH:45][C:40]=1[O:39][C:29]1[CH:30]=[CH:31][C:32]([CH2:34][S:35]([CH3:38])(=[O:37])=[O:36])=[CH:33][C:28]=1[C:27]1[C:19]2[C:20](=[C:21]([O:23][CH3:24])[N:22]=[C:17]([CH:1]=[CH2:2])[CH:18]=2)[N:25]([CH3:48])[CH:26]=1, predict the reactants needed to synthesize it. (3) Given the product [Cl:21][C:19]1[N:18]=[CH:17][C:14]2[C:15]3[N:9]([CH2:10][CH2:11][O:12][C:13]=2[CH:20]=1)[CH:8]=[C:7]([C:5]1[N:30]([CH:24]2[CH2:29][CH2:28][CH2:27][CH2:26][CH2:25]2)[N:2]=[CH:3][N:4]=1)[N:16]=3, predict the reactants needed to synthesize it. The reactants are: C[N:2](C)[CH:3]=[N:4][C:5]([C:7]1[N:16]=[C:15]2[N:9]([CH2:10][CH2:11][O:12][C:13]3[CH:20]=[C:19]([Cl:21])[N:18]=[CH:17][C:14]=32)[CH:8]=1)=O.Cl.[CH:24]1([NH:30]N)[CH2:29][CH2:28][CH2:27][CH2:26][CH2:25]1.